From a dataset of Catalyst prediction with 721,799 reactions and 888 catalyst types from USPTO. Predict which catalyst facilitates the given reaction. (1) Reactant: [CH3:1][N:2]([CH2:4][C:5]1[CH:22]=[CH:21][C:8](/[CH:9]=[N:10]/[C:11]2[CH:19]=[CH:18][CH:17]=[C:16]3[C:12]=2[CH2:13][O:14][C:15]3=[O:20])=[CH:7][CH:6]=1)[CH3:3].[CH3:23][N:24]1[C:28]([CH:29]=O)=[N:27][CH:26]=[N:25]1.[CH3:31][CH2:32][O-:33].[Na+]. Product: [CH3:1][N:2]([CH2:4][C:5]1[CH:22]=[CH:21][C:8]([CH:9]2[CH:29]([C:28]3[N:24]([CH3:23])[N:25]=[CH:26][N:27]=3)[C:32](=[O:33])[C:31]3[C:16]([C:15]([O:14][CH2:13][CH3:12])=[O:20])=[CH:17][CH:18]=[CH:19][C:11]=3[NH:10]2)=[CH:7][CH:6]=1)[CH3:3]. The catalyst class is: 567. (2) Reactant: [Si]([O:8][CH2:9][CH2:10][N:11]([C:25]1[CH:30]=[CH:29][CH:28]=[CH:27][CH:26]=1)[C:12](=[O:24])[CH2:13][C:14]1[CH:15]=[C:16]([CH:21]=[CH:22][CH:23]=1)[C:17]([NH:19][OH:20])=[O:18])(C(C)(C)C)(C)C. Product: [OH:20][NH:19][C:17](=[O:18])[C:16]1[CH:21]=[CH:22][CH:23]=[C:14]([CH2:13][C:12]([N:11]([CH2:10][CH2:9][OH:8])[C:25]2[CH:26]=[CH:27][CH:28]=[CH:29][CH:30]=2)=[O:24])[CH:15]=1. The catalyst class is: 422. (3) Reactant: [CH3:1][S:2]([CH2:5][C:6]1[CH:11]=[C:10]([N:12]2[CH2:17][CH2:16][O:15][CH2:14][CH2:13]2)[N:9]=[C:8]([C:18]2[CH:23]=[CH:22][C:21]([NH:24][C:25](=O)[O:26]C3C=CC=CC=3)=[CH:20][CH:19]=2)[N:7]=1)(=[O:4])=[O:3].C([N:36](CC)CC)C.NC1N=CC=CN=1. Product: [CH3:1][S:2]([CH2:5][C:6]1[CH:11]=[C:10]([N:12]2[CH2:17][CH2:16][O:15][CH2:14][CH2:13]2)[N:9]=[C:8]([C:18]2[CH:19]=[CH:20][C:21]([NH:24][C:25]([NH2:36])=[O:26])=[CH:22][CH:23]=2)[N:7]=1)(=[O:4])=[O:3]. The catalyst class is: 3. (4) Reactant: Cl.[O:2]1[C:6]2[CH:7]=[CH:8][C:9]([CH:11]3[C:15]4[NH:16][C:17]5[CH:18]=[CH:19][CH:20]=[CH:21][C:22]=5[C:23](=[O:24])[C:14]=4[CH2:13][NH:12]3)=[CH:10][C:5]=2[CH2:4][CH2:3]1.Br[C:26]1[CH:31]=[CH:30][CH:29]=[CH:28][N:27]=1.C1C=CC(P(C2C(C3C(P(C4C=CC=CC=4)C4C=CC=CC=4)=CC=C4C=3C=CC=C4)=C3C(C=CC=C3)=CC=2)C2C=CC=CC=2)=CC=1.CC([O-])(C)C.[Na+]. Product: [O:2]1[C:6]2[CH:7]=[CH:8][C:9]([CH:11]3[C:15]4[NH:16][C:17]5[CH:18]=[CH:19][CH:20]=[CH:21][C:22]=5[C:23](=[O:24])[C:14]=4[CH2:13][N:12]3[C:26]3[CH:31]=[CH:30][CH:29]=[CH:28][N:27]=3)=[CH:10][C:5]=2[CH2:4][CH2:3]1. The catalyst class is: 62. (5) Reactant: [Cl:1][C:2]1[CH:3]=[C:4]([C:10]2[CH:14]=[CH:13][N:12]([CH2:15][C@@H:16]([NH:18][C:19]([C:21]3[N:22]=[C:23]([C:26]4[N:30](C5CCCCO5)[N:29]=[CH:28][CH:27]=4)[O:24][CH:25]=3)=[O:20])[CH3:17])[N:11]=2)[CH:5]=[CH:6][C:7]=1[C:8]#[N:9].Cl.CCO. Product: [Cl:1][C:2]1[CH:3]=[C:4]([C:10]2[CH:14]=[CH:13][N:12]([CH2:15][C@@H:16]([NH:18][C:19]([C:21]3[N:22]=[C:23]([C:26]4[CH:27]=[CH:28][NH:29][N:30]=4)[O:24][CH:25]=3)=[O:20])[CH3:17])[N:11]=2)[CH:5]=[CH:6][C:7]=1[C:8]#[N:9]. The catalyst class is: 13. (6) Reactant: [C:1]([C:5]1[CH:10]=[CH:9][C:8]([CH:11]2OC(=O)[NH:13][CH:12]2[CH3:17])=[CH:7][CH:6]=1)([CH3:4])([CH3:3])[CH3:2].C([O-])=O.[NH4+]. Product: [C:1]([C:5]1[CH:6]=[CH:7][C:8]([CH2:11][C@@H:12]([NH2:13])[CH3:17])=[CH:9][CH:10]=1)([CH3:4])([CH3:2])[CH3:3]. The catalyst class is: 43. (7) Reactant: Br[C:2]1[CH:24]=[C:23]([F:25])[C:22]([F:26])=[CH:21][C:3]=1[C:4]([NH:6][C:7]1[CH:12]=[CH:11][C:10]([C:13]2[CH:18]=[CH:17][C:16]([Cl:19])=[CH:15][C:14]=2[Cl:20])=[CH:9][CH:8]=1)=[O:5].CC1(C)C(C)(C)OB([C:35]2[CH:36]=[CH:37][C:38]([C:41]([NH:43][CH2:44][CH2:45][C:46]([O:48][CH2:49][CH3:50])=[O:47])=[O:42])=[N:39][CH:40]=2)O1.C([O-])([O-])=O.[K+].[K+].O. Product: [Cl:20][C:14]1[CH:15]=[C:16]([Cl:19])[CH:17]=[CH:18][C:13]=1[C:10]1[CH:11]=[CH:12][C:7]([NH:6][C:4]([C:3]2[CH:21]=[C:22]([F:26])[C:23]([F:25])=[CH:24][C:2]=2[C:35]2[CH:36]=[CH:37][C:38]([C:41]([NH:43][CH2:44][CH2:45][C:46]([O:48][CH2:49][CH3:50])=[O:47])=[O:42])=[N:39][CH:40]=2)=[O:5])=[CH:8][CH:9]=1. The catalyst class is: 75. (8) Reactant: [OH:1][CH2:2][CH2:3][N:4]1[CH2:9][CH2:8][CH2:7][NH:6][C:5]1=[O:10].C(N(CC)CC)C.[C:18]([Si:22](Cl)([C:29]1[CH:34]=[CH:33][CH:32]=[CH:31][CH:30]=1)[C:23]1[CH:28]=[CH:27][CH:26]=[CH:25][CH:24]=1)([CH3:21])([CH3:20])[CH3:19].O. Product: [Si:22]([O:1][CH2:2][CH2:3][N:4]1[CH2:9][CH2:8][CH2:7][NH:6][C:5]1=[O:10])([C:18]([CH3:21])([CH3:20])[CH3:19])([C:29]1[CH:30]=[CH:31][CH:32]=[CH:33][CH:34]=1)[C:23]1[CH:28]=[CH:27][CH:26]=[CH:25][CH:24]=1. The catalyst class is: 239. (9) Reactant: FC(F)(F)C(O)=O.C(OC([N:15]1[CH2:20][CH2:19][CH:18]([N:21]([CH2:27][C:28]2[O:29][C:30]3[CH:36]=[CH:35][CH:34]=[CH:33][C:31]=3[CH:32]=2)[CH2:22][CH2:23][CH:24]([CH3:26])[CH3:25])[CH2:17][CH2:16]1)=O)(C)(C)C. Product: [CH3:25][CH:24]([CH3:26])[CH2:23][CH2:22][N:21]([CH2:27][C:28]1[O:29][C:30]2[CH:36]=[CH:35][CH:34]=[CH:33][C:31]=2[CH:32]=1)[CH:18]1[CH2:17][CH2:16][NH:15][CH2:20][CH2:19]1. The catalyst class is: 4.